From a dataset of Retrosynthesis with 50K atom-mapped reactions and 10 reaction types from USPTO. Predict the reactants needed to synthesize the given product. Given the product C[Si](C)(C)CCOCn1cnc(C(F)(F)F)c1, predict the reactants needed to synthesize it. The reactants are: C[Si](C)(C)CCOCCl.FC(F)(F)c1c[nH]cn1.